This data is from NCI-60 drug combinations with 297,098 pairs across 59 cell lines. The task is: Regression. Given two drug SMILES strings and cell line genomic features, predict the synergy score measuring deviation from expected non-interaction effect. (1) Drug 1: CCC1(CC2CC(C3=C(CCN(C2)C1)C4=CC=CC=C4N3)(C5=C(C=C6C(=C5)C78CCN9C7C(C=CC9)(C(C(C8N6C=O)(C(=O)OC)O)OC(=O)C)CC)OC)C(=O)OC)O.OS(=O)(=O)O. Synergy scores: CSS=13.6, Synergy_ZIP=-3.54, Synergy_Bliss=4.08, Synergy_Loewe=2.84, Synergy_HSA=1.82. Cell line: EKVX. Drug 2: CCCCC(=O)OCC(=O)C1(CC(C2=C(C1)C(=C3C(=C2O)C(=O)C4=C(C3=O)C=CC=C4OC)O)OC5CC(C(C(O5)C)O)NC(=O)C(F)(F)F)O. (2) Drug 1: CCCS(=O)(=O)NC1=C(C(=C(C=C1)F)C(=O)C2=CNC3=C2C=C(C=N3)C4=CC=C(C=C4)Cl)F. Drug 2: CC1C(C(CC(O1)OC2CC(OC(C2O)C)OC3=CC4=CC5=C(C(=O)C(C(C5)C(C(=O)C(C(C)O)O)OC)OC6CC(C(C(O6)C)O)OC7CC(C(C(O7)C)O)OC8CC(C(C(O8)C)O)(C)O)C(=C4C(=C3C)O)O)O)O. Cell line: NCI-H226. Synergy scores: CSS=48.2, Synergy_ZIP=20.2, Synergy_Bliss=22.0, Synergy_Loewe=20.1, Synergy_HSA=19.9. (3) Cell line: OVCAR-8. Drug 1: CC12CCC(CC1=CCC3C2CCC4(C3CC=C4C5=CN=CC=C5)C)O. Synergy scores: CSS=4.18, Synergy_ZIP=-1.01, Synergy_Bliss=1.87, Synergy_Loewe=-2.10, Synergy_HSA=0.940. Drug 2: CS(=O)(=O)CCNCC1=CC=C(O1)C2=CC3=C(C=C2)N=CN=C3NC4=CC(=C(C=C4)OCC5=CC(=CC=C5)F)Cl. (4) Drug 1: CC1C(C(CC(O1)OC2CC(CC3=C2C(=C4C(=C3O)C(=O)C5=C(C4=O)C(=CC=C5)OC)O)(C(=O)C)O)N)O.Cl. Drug 2: CC1CCC2CC(C(=CC=CC=CC(CC(C(=O)C(C(C(=CC(C(=O)CC(OC(=O)C3CCCCN3C(=O)C(=O)C1(O2)O)C(C)CC4CCC(C(C4)OC)O)C)C)O)OC)C)C)C)OC. Cell line: SK-MEL-2. Synergy scores: CSS=23.1, Synergy_ZIP=2.33, Synergy_Bliss=4.67, Synergy_Loewe=5.22, Synergy_HSA=8.32.